From a dataset of Peptide-MHC class II binding affinity with 134,281 pairs from IEDB. Regression. Given a peptide amino acid sequence and an MHC pseudo amino acid sequence, predict their binding affinity value. This is MHC class II binding data. (1) The peptide sequence is KGLMNIALAISAQQVN. The MHC is DRB1_1302 with pseudo-sequence DRB1_1302. The binding affinity (normalized) is 0.791. (2) The peptide sequence is YCDMMSLNLTIVSVS. The MHC is DRB1_1501 with pseudo-sequence DRB1_1501. The binding affinity (normalized) is 0.391. (3) The peptide sequence is IALLVLAVGPAYSAH. The MHC is DRB1_0901 with pseudo-sequence DRB1_0901. The binding affinity (normalized) is 0.763. (4) The peptide sequence is ASEVFKAVEAYLVAH. The MHC is DRB1_0301 with pseudo-sequence DRB1_0301. The binding affinity (normalized) is 0.385. (5) The peptide sequence is GSDPKKLVLNIKYTRPGDSL. The MHC is HLA-DPA10103-DPB10401 with pseudo-sequence HLA-DPA10103-DPB10401. The binding affinity (normalized) is 0.342. (6) The peptide sequence is EVDQTKIQYVIRAQL. The MHC is DRB1_0701 with pseudo-sequence DRB1_0701. The binding affinity (normalized) is 0.374.